Dataset: Catalyst prediction with 721,799 reactions and 888 catalyst types from USPTO. Task: Predict which catalyst facilitates the given reaction. (1) Reactant: C(OP(=O)(OCC)O[C:6]([CH3:26])([CH3:25])[C:7]#[C:8][C:9]1[CH:24]=[CH:23][C:12]2[C:13]([C:16]3[CH:21]=[CH:20][C:19]([Br:22])=[CH:18][CH:17]=3)=[N:14][S:15][C:11]=2[CH:10]=1)C.[CH2:31]([NH:33][CH2:34][CH2:35][OH:36])[CH3:32].C1COCC1.C([O-])(O)=O.[Na+]. Product: [Br:22][C:19]1[CH:18]=[CH:17][C:16]([C:13]2[C:12]3[CH:23]=[CH:24][C:9]([C:8]#[C:7][C:6]([N:33]([CH2:31][CH3:32])[CH2:34][CH2:35][OH:36])([CH3:25])[CH3:26])=[CH:10][C:11]=3[S:15][N:14]=2)=[CH:21][CH:20]=1. The catalyst class is: 25. (2) Reactant: [Cl:1][C:2]1[CH:7]=[C:6]([Cl:8])[CH:5]=[CH:4][C:3]=1[CH2:9][NH:10][CH:11]1[CH2:16][CH2:15][N:14]([C:17]([O:19][C:20]([CH3:23])([CH3:22])[CH3:21])=[O:18])[CH2:13][CH2:12]1.C(N(C(C)C)CC)(C)C.[CH3:33][O:34][C:35]1[CH:40]=[CH:39][C:38]([CH2:41][C:42](Cl)=[O:43])=[CH:37][CH:36]=1.O. Product: [Cl:1][C:2]1[CH:7]=[C:6]([Cl:8])[CH:5]=[CH:4][C:3]=1[CH2:9][N:10]([CH:11]1[CH2:12][CH2:13][N:14]([C:17]([O:19][C:20]([CH3:23])([CH3:22])[CH3:21])=[O:18])[CH2:15][CH2:16]1)[C:42](=[O:43])[CH2:41][C:38]1[CH:39]=[CH:40][C:35]([O:34][CH3:33])=[CH:36][CH:37]=1. The catalyst class is: 4. (3) Reactant: [Cl:1][C:2]1[CH:3]=[C:4]([C:9]2([C:21]([F:24])([F:23])[F:22])[O:13][N:12]=[C:11]([C:14]3[CH:19]=[CH:18][C:17]([CH3:20])=[CH:16][CH:15]=3)[CH2:10]2)[CH:5]=[C:6]([Cl:8])[CH:7]=1.[Br:25]N1C(=O)CCC1=O. Product: [Br:25][CH2:20][C:17]1[CH:16]=[CH:15][C:14]([C:11]2[CH2:10][C:9]([C:4]3[CH:5]=[C:6]([Cl:8])[CH:7]=[C:2]([Cl:1])[CH:3]=3)([C:21]([F:22])([F:24])[F:23])[O:13][N:12]=2)=[CH:19][CH:18]=1. The catalyst class is: 68. (4) Product: [CH2:1]([CH:3]1[O:20][C:7]2([CH2:12][CH2:11][NH:10][CH2:9][CH2:8]2)[CH2:6][N:5]([C:21]2[CH:26]=[CH:25][CH:24]=[CH:23][N:22]=2)[CH2:4]1)[CH3:2]. Reactant: [CH2:1]([CH:3]1[O:20][C:7]2([CH2:12][CH2:11][N:10](C(OC(C)(C)C)=O)[CH2:9][CH2:8]2)[CH2:6][N:5]([C:21]2[CH:26]=[CH:25][CH:24]=[CH:23][N:22]=2)[CH2:4]1)[CH3:2].Cl.O1CCOCC1. The catalyst class is: 503. (5) Reactant: [F:1][C:2]1[C:3]([N+:16]([O-])=O)=[CH:4][C:5]([N+:13]([O-])=O)=[C:6]([CH:8]=[CH:9]N(C)C)[CH:7]=1. Product: [F:1][C:2]1[CH:7]=[C:6]2[C:5](=[CH:4][C:3]=1[NH2:16])[NH:13][CH:9]=[CH:8]2. The catalyst class is: 319. (6) Reactant: COC1C=CC(C[N:8](CC2C=CC(OC)=CC=2)[S:9]([CH2:12][CH2:13][CH:14]=[CH2:15])(=[O:11])=[O:10])=CC=1.[C:27]1(C)C=CC=CC=1.C([Li])CCC.N[C@H](C(O)=O)CCSC. Product: [CH3:27][C@@H:12]([S:9]([NH2:8])(=[O:10])=[O:11])[CH2:13][CH:14]=[CH2:15]. The catalyst class is: 1. (7) Reactant: [F:1][C:2]1[CH:7]=[CH:6][C:5]([C:8]2[CH:13]=[CH:12][C:11]([O:14][CH2:15][CH:16]3[CH2:20][CH2:19][N:18](C(OC(C)(C)C)=O)[CH2:17]3)=[CH:10][CH:9]=2)=[CH:4][CH:3]=1.FC(F)(F)C(O)=O. Product: [F:1][C:2]1[CH:7]=[CH:6][C:5]([C:8]2[CH:13]=[CH:12][C:11]([O:14][CH2:15][CH:16]3[CH2:20][CH2:19][NH:18][CH2:17]3)=[CH:10][CH:9]=2)=[CH:4][CH:3]=1. The catalyst class is: 4. (8) Reactant: [C:1]([N:5]1[C:9]([CH3:10])=[C:8]([NH:11][C:12]([NH:14][C:15]2[CH:20]=[C:19]([C:21]3[C:32](=[O:33])[N:31]([CH3:34])[C:24]4[N:25]=[C:26](SC)[N:27]=[CH:28][C:23]=4[CH:22]=3)[C:18]([CH3:35])=[CH:17][C:16]=2[F:36])=[O:13])[CH:7]=[N:6]1)([CH3:4])([CH3:3])[CH3:2].C1C=C(Cl)C=C(C(OO)=O)C=1.[CH3:48][NH2:49]. Product: [C:1]([N:5]1[C:9]([CH3:10])=[C:8]([NH:11][C:12]([NH:14][C:15]2[CH:20]=[C:19]([C:21]3[C:32](=[O:33])[N:31]([CH3:34])[C:24]4[N:25]=[C:26]([NH:49][CH3:48])[N:27]=[CH:28][C:23]=4[CH:22]=3)[C:18]([CH3:35])=[CH:17][C:16]=2[F:36])=[O:13])[CH:7]=[N:6]1)([CH3:4])([CH3:3])[CH3:2]. The catalyst class is: 1. (9) Reactant: [C:1]([NH:3][C:4](=[N:12][C:13]1[CH:18]=[CH:17][C:16]([O:19][CH3:20])=[CH:15][C:14]=1[O:21][CH3:22])OC1C=CC=CC=1)#[N:2].Cl.[F:24][C:25]1[CH:30]=[CH:29][CH:28]=[CH:27][C:26]=1[NH:31][NH2:32].C(N(CC)CC)C. Product: [CH3:22][O:21][C:14]1[CH:15]=[C:16]([O:19][CH3:20])[CH:17]=[CH:18][C:13]=1[NH:12][C:4]1[N:3]=[C:1]([NH2:2])[N:31]([C:26]2[CH:27]=[CH:28][CH:29]=[CH:30][C:25]=2[F:24])[N:32]=1. The catalyst class is: 32. (10) Reactant: Br[C:2]1[C:6]2[CH:7]=[CH:8][CH:9]=[CH:10][C:5]=2[S:4][C:3]=1[CH3:11].CCCCCC.C([Li])CCC.[CH:23]1([CH:29]=[O:30])[CH2:28][CH2:27][CH2:26][CH2:25][CH2:24]1.[Cl-].[NH4+]. Product: [CH:23]1([CH:29]([C:2]2[C:6]3[CH:7]=[CH:8][CH:9]=[CH:10][C:5]=3[S:4][C:3]=2[CH3:11])[OH:30])[CH2:28][CH2:27][CH2:26][CH2:25][CH2:24]1. The catalyst class is: 7.